Binary Classification. Given a T-cell receptor sequence (or CDR3 region) and an epitope sequence, predict whether binding occurs between them. From a dataset of TCR-epitope binding with 47,182 pairs between 192 epitopes and 23,139 TCRs. (1) The epitope is FVDGVPFVV. The TCR CDR3 sequence is CASSHRLAMSSYNEQFF. Result: 1 (the TCR binds to the epitope). (2) The epitope is GTHWFVTQR. The TCR CDR3 sequence is CASSQAGAGEQYF. Result: 0 (the TCR does not bind to the epitope). (3) The epitope is AMFWSVPTV. The TCR CDR3 sequence is CAIGLAGAYEQYF. Result: 1 (the TCR binds to the epitope). (4) The epitope is RTLNAWVKV. The TCR CDR3 sequence is CASRPSGGAETQYF. Result: 1 (the TCR binds to the epitope). (5) The epitope is HTTDPSFLGRY. The TCR CDR3 sequence is CASSQGSLNTEAFF. Result: 0 (the TCR does not bind to the epitope).